Predict the reaction yield, written as a fraction of the theoretical maximum amount of product (1.0 means a 100% yield; for example, 0.34 means a 34% yield). From a dataset of Reaction yield outcomes from USPTO patents with 853,638 reactions. The reactants are [C:1]([C:5]1[CH:10]=[C:9]([Br:11])[C:8]([N+:12]([O-:14])=[O:13])=[CH:7][C:6]=1[OH:15])([CH3:4])([CH3:3])[CH3:2].[C:16]([O-])([O-])=O.[Cs+].[Cs+].CI. The catalyst is CN(C=O)C.O. The product is [C:1]([C:5]1[CH:10]=[C:9]([Br:11])[C:8]([N+:12]([O-:14])=[O:13])=[CH:7][C:6]=1[O:15][CH3:16])([CH3:4])([CH3:2])[CH3:3]. The yield is 0.690.